From a dataset of Reaction yield outcomes from USPTO patents with 853,638 reactions. Predict the reaction yield, written as a fraction of the theoretical maximum amount of product (1.0 means a 100% yield; for example, 0.34 means a 34% yield). (1) The reactants are C(Cl)(=O)C(Cl)=O.CS(C)=O.[OH:11][CH2:12][CH:13]1[CH2:16][N:15]([C:17]([O:19][C:20]([CH3:23])([CH3:22])[CH3:21])=[O:18])[CH2:14]1.C(N(CC)CC)C. The catalyst is C(Cl)Cl. The product is [CH:12]([CH:13]1[CH2:16][N:15]([C:17]([O:19][C:20]([CH3:23])([CH3:22])[CH3:21])=[O:18])[CH2:14]1)=[O:11]. The yield is 0.270. (2) The reactants are [NH:1]1CCC[C@H]1C(O)=O.[OH-:9].[Na+].Br[C:12]1[CH:17]=[CH:16][C:15]([C@H:18]([C:33]2[CH:38]=[CH:37][CH:36]=[CH:35][C:34]=2[CH3:39])[CH2:19][C:20]2([C:25]3[CH:26]=[CH:27][C:28](=[O:32])[N:29]([CH3:31])[N:30]=3)OCCO2)=[CH:14][CH:13]=1.[CH3:40][S:41]([O-:43])=[O:42].[Na+]. The catalyst is [Cu]I.CS(C)=O. The product is [OH:9]/[N:1]=[C:20](/[C:25]1[CH:26]=[CH:27][C:28](=[O:32])[N:29]([CH3:31])[N:30]=1)\[CH2:19][C@H:18]([C:15]1[CH:16]=[CH:17][C:12]([S:41]([CH3:40])(=[O:43])=[O:42])=[CH:13][CH:14]=1)[C:33]1[CH:38]=[CH:37][CH:36]=[CH:35][C:34]=1[CH3:39]. The yield is 0.270. (3) The reactants are [OH:1][CH2:2][CH2:3][O:4][C@H:5]1[CH2:10][CH2:9][C@H:8]([N:11]2[C:16](=[O:17])[C:15]([CH2:18][C:19]3[CH:24]=[CH:23][C:22]([C:25]4[C:26]([C:31]#[N:32])=[CH:27][CH:28]=[CH:29][CH:30]=4)=[CH:21][CH:20]=3)=[C:14]([CH2:33][CH2:34][CH3:35])[N:13]3[N:36]=[CH:37][N:38]=[C:12]23)[CH2:7][CH2:6]1.C(N(CC)CC)C.[CH3:46][S:47](Cl)(=[O:49])=[O:48]. The catalyst is CN(C)C1C=CN=CC=1.C(#N)C. The product is [CH3:46][S:47]([O:1][CH2:2][CH2:3][O:4][C@H:5]1[CH2:10][CH2:9][C@H:8]([N:11]2[C:16](=[O:17])[C:15]([CH2:18][C:19]3[CH:24]=[CH:23][C:22]([C:25]4[CH:30]=[CH:29][CH:28]=[CH:27][C:26]=4[C:31]#[N:32])=[CH:21][CH:20]=3)=[C:14]([CH2:33][CH2:34][CH3:35])[N:13]3[N:36]=[CH:37][N:38]=[C:12]23)[CH2:7][CH2:6]1)(=[O:49])=[O:48]. The yield is 0.890. (4) The reactants are Br[C:2]1[CH:7]=[CH:6][CH:5]=[CH:4][N:3]=1.[CH3:8][O:9][C:10]1[CH:11]=[C:12](B(O)O)[CH:13]=[CH:14][CH:15]=1.O.[O-]P([O-])([O-])=O.[K+].[K+].[K+].C1(C)C=CC=CC=1. The catalyst is O.C1C=CC(/C=C/C(/C=C/C2C=CC=CC=2)=O)=CC=1.C1C=CC(/C=C/C(/C=C/C2C=CC=CC=2)=O)=CC=1.C1C=CC(/C=C/C(/C=C/C2C=CC=CC=2)=O)=CC=1.[Pd].[Pd].C1(P(C2CCCCC2)C2C=CC=CC=2C2C(OC)=CC=CC=2OC)CCCCC1. The product is [CH3:8][O:9][C:10]1[CH:15]=[C:14]([C:2]2[CH:7]=[CH:6][CH:5]=[CH:4][N:3]=2)[CH:13]=[CH:12][CH:11]=1. The yield is 0.920. (5) The reactants are [OH:1][C@@:2]1([C:9]#[C:10][C:11]2[CH:12]=[C:13]([C:17]3[N:22]=[C:21]([C:23](OCC)=[O:24])[CH:20]=[C:19]([N:28]4[CH:32]=[CH:31][CH:30]=[N:29]4)[CH:18]=3)[CH:14]=[CH:15][CH:16]=2)[CH2:6][CH2:5][N:4]([CH3:7])[C:3]1=[O:8].[NH3:33]. No catalyst specified. The product is [OH:1][C@@:2]1([C:9]#[C:10][C:11]2[CH:12]=[C:13]([C:17]3[N:22]=[C:21]([C:23]([NH2:33])=[O:24])[CH:20]=[C:19]([N:28]4[CH:32]=[CH:31][CH:30]=[N:29]4)[CH:18]=3)[CH:14]=[CH:15][CH:16]=2)[CH2:6][CH2:5][N:4]([CH3:7])[C:3]1=[O:8]. The yield is 0.260. (6) The reactants are [CH3:1][CH:2]1[CH2:7][CH2:6][C:5](=O)[CH2:4][CH2:3]1.C1CCCCC1.Cl.[Br:16][C:17]1[CH:22]=[CH:21][C:20]([NH:23]N)=[CH:19][CH:18]=1. The catalyst is C(O)(=O)C. The product is [Br:16][C:17]1[CH:22]=[C:21]2[C:20](=[CH:19][CH:18]=1)[NH:23][C:5]1[CH2:6][CH2:7][CH:2]([CH3:1])[CH2:3][C:4]2=1. The yield is 0.740.